From a dataset of Catalyst prediction with 721,799 reactions and 888 catalyst types from USPTO. Predict which catalyst facilitates the given reaction. (1) Reactant: C([O:8][C:9]1[CH:14]=[CH:13][CH:12]=[CH:11][C:10]=1[CH:15]([C:17]1[CH:22]=[CH:21][C:20]([C:23]([F:26])([F:25])[F:24])=[CH:19][CH:18]=1)O)C1C=CC=CC=1.Cl. Product: [F:24][C:23]([F:25])([F:26])[C:20]1[CH:21]=[CH:22][C:17]([CH2:15][C:10]2[CH:11]=[CH:12][CH:13]=[CH:14][C:9]=2[OH:8])=[CH:18][CH:19]=1. The catalyst class is: 293. (2) Reactant: CS(O[CH2:6][CH2:7][CH:8]([C:15]1[CH:20]=[C:19]([Br:21])[CH:18]=[CH:17][C:16]=1[O:22][CH2:23][C:24]1[CH:29]=[CH:28][CH:27]=[CH:26][CH:25]=1)[C:9]1[CH:14]=[CH:13][CH:12]=[CH:11][CH:10]=1)(=O)=O.[CH:30]([NH:33][CH:34]([CH3:36])[CH3:35])([CH3:32])[CH3:31]. Product: [CH:30]([N:33]([CH2:6][CH2:7][C@@H:8]([C:15]1[CH:20]=[C:19]([Br:21])[CH:18]=[CH:17][C:16]=1[O:22][CH2:23][C:24]1[CH:29]=[CH:28][CH:27]=[CH:26][CH:25]=1)[C:9]1[CH:14]=[CH:13][CH:12]=[CH:11][CH:10]=1)[CH:34]([CH3:36])[CH3:35])([CH3:32])[CH3:31].[CH:30]([N:33]([CH2:6][CH2:7][CH:8]([C:15]1[CH:20]=[C:19]([Br:21])[CH:18]=[CH:17][C:16]=1[O:22][CH2:23][C:24]1[CH:29]=[CH:28][CH:27]=[CH:26][CH:25]=1)[C:9]1[CH:14]=[CH:13][CH:12]=[CH:11][CH:10]=1)[CH:34]([CH3:36])[CH3:35])([CH3:32])[CH3:31]. The catalyst class is: 6. (3) Reactant: [Cl:1][C:2]([Cl:20])=[CH:3][CH2:4][O:5][C:6]1[CH:17]=[C:16]([Cl:18])[C:9]([O:10][CH2:11][CH2:12][CH2:13][CH2:14]O)=[C:8]([Cl:19])[CH:7]=1.C1(P(C2C=CC=CC=2)C2C=CC=CC=2)C=CC=CC=1.C(Br)(Br)(Br)[Br:41]. Product: [Cl:1][C:2]([Cl:20])=[CH:3][CH2:4][O:5][C:6]1[CH:17]=[C:16]([Cl:18])[C:9]([O:10][CH2:11][CH2:12][CH2:13][CH2:14][Br:41])=[C:8]([Cl:19])[CH:7]=1. The catalyst class is: 2. (4) Reactant: Br[C:2]1[CH:3]=[CH:4][C:5]([C:8]([O:10][CH3:11])=[O:9])=[N:6][CH:7]=1.[N:12]1([C:18]([O:20][C:21]([CH3:24])([CH3:23])[CH3:22])=[O:19])[CH2:17][CH2:16][NH:15][CH2:14][CH2:13]1.C1C=CC(P(C2C(C3C(P(C4C=CC=CC=4)C4C=CC=CC=4)=CC=C4C=3C=CC=C4)=C3C(C=CC=C3)=CC=2)C2C=CC=CC=2)=CC=1.C([O-])([O-])=O.[Cs+].[Cs+]. Product: [CH3:11][O:10][C:8]([C:5]1[N:6]=[CH:7][C:2]([N:15]2[CH2:14][CH2:13][N:12]([C:18]([O:20][C:21]([CH3:24])([CH3:23])[CH3:22])=[O:19])[CH2:17][CH2:16]2)=[CH:3][CH:4]=1)=[O:9]. The catalyst class is: 187.